The task is: Regression. Given two drug SMILES strings and cell line genomic features, predict the synergy score measuring deviation from expected non-interaction effect.. This data is from NCI-60 drug combinations with 297,098 pairs across 59 cell lines. (1) Drug 1: CN(C)C1=NC(=NC(=N1)N(C)C)N(C)C. Drug 2: CC1=C(N=C(N=C1N)C(CC(=O)N)NCC(C(=O)N)N)C(=O)NC(C(C2=CN=CN2)OC3C(C(C(C(O3)CO)O)O)OC4C(C(C(C(O4)CO)O)OC(=O)N)O)C(=O)NC(C)C(C(C)C(=O)NC(C(C)O)C(=O)NCCC5=NC(=CS5)C6=NC(=CS6)C(=O)NCCC[S+](C)C)O. Cell line: M14. Synergy scores: CSS=19.0, Synergy_ZIP=-4.35, Synergy_Bliss=0.738, Synergy_Loewe=-29.6, Synergy_HSA=-3.71. (2) Drug 1: C1=C(C(=O)NC(=O)N1)N(CCCl)CCCl. Drug 2: CC(C)CN1C=NC2=C1C3=CC=CC=C3N=C2N. Cell line: NCI-H522. Synergy scores: CSS=23.3, Synergy_ZIP=-2.95, Synergy_Bliss=0.146, Synergy_Loewe=-1.51, Synergy_HSA=-0.878. (3) Drug 1: CC1=C(C(CCC1)(C)C)C=CC(=CC=CC(=CC(=O)O)C)C. Drug 2: C1CCC(C(C1)N)N.C(=O)(C(=O)[O-])[O-].[Pt+4]. Cell line: IGROV1. Synergy scores: CSS=6.89, Synergy_ZIP=-3.05, Synergy_Bliss=1.30, Synergy_Loewe=-6.88, Synergy_HSA=-0.586. (4) Drug 2: C1=CC(=CC=C1CCCC(=O)O)N(CCCl)CCCl. Drug 1: C1CCC(C1)C(CC#N)N2C=C(C=N2)C3=C4C=CNC4=NC=N3. Synergy scores: CSS=26.1, Synergy_ZIP=-6.91, Synergy_Bliss=0.355, Synergy_Loewe=3.03, Synergy_HSA=3.93. Cell line: UO-31. (5) Drug 1: CCC1(CC2CC(C3=C(CCN(C2)C1)C4=CC=CC=C4N3)(C5=C(C=C6C(=C5)C78CCN9C7C(C=CC9)(C(C(C8N6C)(C(=O)OC)O)OC(=O)C)CC)OC)C(=O)OC)O.OS(=O)(=O)O. Drug 2: C(CN)CNCCSP(=O)(O)O. Cell line: EKVX. Synergy scores: CSS=2.23, Synergy_ZIP=0.468, Synergy_Bliss=2.60, Synergy_Loewe=1.13, Synergy_HSA=1.61.